From a dataset of Forward reaction prediction with 1.9M reactions from USPTO patents (1976-2016). Predict the product of the given reaction. (1) Given the reactants Br.[CH3:2][O:3][C:4]1[CH:5]=[CH:6][C:7]2[C:8]3[N:9]([CH2:15][CH2:16][N:17]=3)[C:10]([NH2:14])=[N:11][C:12]=2[CH:13]=1.ClC[CH2:20][CH2:21][S:22]([N:25]1[CH2:30][CH2:29][O:28][CH2:27][CH2:26]1)(=[O:24])=[O:23], predict the reaction product. The product is: [N:25]1([S:22]([CH2:21][CH2:20][CH2:2][O:3][C:4]2[CH:5]=[CH:6][C:7]3[C:8]4[N:9]([CH2:15][CH2:16][N:17]=4)[C:10]([NH2:14])=[N:11][C:12]=3[CH:13]=2)(=[O:24])=[O:23])[CH2:26][CH2:27][O:28][CH2:29][CH2:30]1. (2) Given the reactants [C:1]([N:8]1[CH2:13][CH2:12][CH2:11][CH2:10][C:9]1=O)([O:3][C:4]([CH3:7])([CH3:6])[CH3:5])=[O:2].[C:15]([NH:22][NH2:23])([O:17][C:18]([CH3:21])([CH3:20])[CH3:19])=[O:16], predict the reaction product. The product is: [C:18]([O:17][C:15]([NH:22][N:23]=[C:11]1[CH2:12][CH2:13][N:8]([C:1]([O:3][C:4]([CH3:7])([CH3:6])[CH3:5])=[O:2])[CH2:9][CH2:10]1)=[O:16])([CH3:21])([CH3:20])[CH3:19]. (3) Given the reactants [CH3:1][C@H:2]1[CH2:7][NH:6][C@H:5]([CH3:8])[CH2:4][NH:3]1.C(N(CC)CC)C.[C:16](O[C:16]([O:18][C:19]([CH3:22])([CH3:21])[CH3:20])=[O:17])([O:18][C:19]([CH3:22])([CH3:21])[CH3:20])=[O:17].O, predict the reaction product. The product is: [CH3:1][C@H:2]1[CH2:7][NH:6][C@H:5]([CH3:8])[CH2:4][N:3]1[C:16]([O:18][C:19]([CH3:22])([CH3:21])[CH3:20])=[O:17]. (4) Given the reactants [CH3:1][O:2][C:3]1[CH:12]=[C:11]2[C:6]([CH:7]=[C:8]([C:14]([NH:16][C:17]3[CH:18]=[C:19]([CH:23]=[CH:24][C:25]=3[CH3:26])[C:20](O)=[O:21])=[O:15])[C:9](=[O:13])[NH:10]2)=[CH:5][N:4]=1.[C:27]([O:31][C:32](=[O:44])[NH:33][CH2:34][CH2:35][CH:36]([NH2:43])[C:37]1[CH:42]=[CH:41][CH:40]=[CH:39][CH:38]=1)([CH3:30])([CH3:29])[CH3:28], predict the reaction product. The product is: [C:27]([O:31][C:32](=[O:44])[NH:33][CH2:34][CH2:35][CH:36]([NH:43][C:20](=[O:21])[C:19]1[CH:23]=[CH:24][C:25]([CH3:26])=[C:17]([NH:16][C:14]([C:8]2[C:9](=[O:13])[NH:10][C:11]3[C:6]([CH:7]=2)=[CH:5][N:4]=[C:3]([O:2][CH3:1])[CH:12]=3)=[O:15])[CH:18]=1)[C:37]1[CH:42]=[CH:41][CH:40]=[CH:39][CH:38]=1)([CH3:30])([CH3:28])[CH3:29].